From a dataset of Full USPTO retrosynthesis dataset with 1.9M reactions from patents (1976-2016). Predict the reactants needed to synthesize the given product. (1) The reactants are: [CH3:1][O:2][C:3]([C@@H:5]1[CH2:14][C:13]2[CH:12]=[C:11]3[O:15][CH2:16][C@H:17]([C:19]4[CH:24]=[CH:23][C:22]([O:25]C(=O)C)=[CH:21][CH:20]=4)[O:18][C:10]3=[CH:9][C:8]=2[CH2:7][N:6]1[C@H:29]([C:32]1[CH:37]=[CH:36][CH:35]=[CH:34][CH:33]=1)[CH2:30][CH3:31])=[O:4].C([O-])(O)=O.[Na+].O. Given the product [CH3:1][O:2][C:3]([C@@H:5]1[CH2:14][C:13]2[CH:12]=[C:11]3[O:15][CH2:16][C@H:17]([C:19]4[CH:24]=[CH:23][C:22]([OH:25])=[CH:21][CH:20]=4)[O:18][C:10]3=[CH:9][C:8]=2[CH2:7][N:6]1[C@H:29]([C:32]1[CH:33]=[CH:34][CH:35]=[CH:36][CH:37]=1)[CH2:30][CH3:31])=[O:4], predict the reactants needed to synthesize it. (2) Given the product [Br-:12].[Br-:12].[S:16]([CH2:17][CH2:18][N+:23]1[C:20]2[CH:6]=[CH:5][CH:10]=[CH:22][C:21]=2[N:2]([CH3:1])[C:3]=1[CH3:11])[S:15][CH2:14][CH2:13][N+:4]1[C:5]2[CH:10]=[CH:9][CH:8]=[CH:7][C:6]=2[N:2]([CH3:1])[C:3]=1[CH3:11], predict the reactants needed to synthesize it. The reactants are: [CH3:1][N:2]1[C:6]2[CH:7]=[CH:8][CH:9]=[CH:10][C:5]=2[N:4]=[C:3]1[CH3:11].[Br:12][CH2:13][CH2:14][S:15][S:16][CH2:17][CH2:18]Br.[C:20](#[N:23])[CH2:21][CH3:22]. (3) The reactants are: [F:1][C:2]1[CH:3]=[C:4]([O:13][CH2:14][C:15]2[CH:20]=[CH:19][CH:18]=[CH:17][CH:16]=2)[C:5]([O:11][CH3:12])=[C:6]([CH2:8][C:9]#[N:10])[CH:7]=1.[H-].[Na+].[C:23](C1NC=CN=1)(=[O:25])[CH3:24].Cl. Given the product [F:1][C:2]1[CH:3]=[C:4]([O:13][CH2:14][C:15]2[CH:20]=[CH:19][CH:18]=[CH:17][CH:16]=2)[C:5]([O:11][CH3:12])=[C:6]([CH:8]([C:23](=[O:25])[CH3:24])[C:9]#[N:10])[CH:7]=1, predict the reactants needed to synthesize it. (4) Given the product [CH3:1][O:2][C:3]1[CH:4]=[C:5]2[C:10](=[CH:11][C:12]=1[O:13][CH3:14])[N:9]=[CH:8][CH:7]=[C:6]2[O:15][C:16]1[CH:22]=[CH:21][C:19]([NH:20][C:37]([NH:45][C:46]2[S:47][C:48]([CH3:51])=[N:49][N:50]=2)=[O:43])=[CH:18][C:17]=1[CH3:23], predict the reactants needed to synthesize it. The reactants are: [CH3:1][O:2][C:3]1[CH:4]=[C:5]2[C:10](=[CH:11][C:12]=1[O:13][CH3:14])[N:9]=[CH:8][CH:7]=[C:6]2[O:15][C:16]1[CH:22]=[CH:21][C:19]([NH2:20])=[CH:18][C:17]=1[CH3:23].C(N(C(C)C)CC)(C)C.ClC(Cl)(O[C:37](=[O:43])OC(Cl)(Cl)Cl)Cl.[NH2:45][C:46]1[S:47][C:48]([CH3:51])=[N:49][N:50]=1.